Dataset: Full USPTO retrosynthesis dataset with 1.9M reactions from patents (1976-2016). Task: Predict the reactants needed to synthesize the given product. (1) Given the product [CH2:19]([NH:23][C:12](=[O:14])[CH2:11][C@H:5]1[CH2:4][C@@H:3]([CH2:2][OH:1])[O:8][C:7]([CH3:9])([CH3:10])[O:6]1)[CH2:20][CH2:21][CH3:22], predict the reactants needed to synthesize it. The reactants are: [OH:1][CH2:2][C@H:3]1[O:8][C:7]([CH3:10])([CH3:9])[O:6][C@@H:5]([CH2:11][C:12]([O:14]C(C)(C)C)=O)[CH2:4]1.[CH2:19]([NH2:23])[CH2:20][CH2:21][CH3:22].[Na].CC(C)([O-])C. (2) Given the product [CH:1]1([CH2:4][O:5][C:6]2[CH:11]=[C:10]([O:12][CH3:13])[C:9]([F:14])=[CH:8][C:7]=2[C:15]2[C:16]3[NH:23][C:22]([CH3:24])=[C:21]([C:25]([NH:37][C@@H:38]([CH2:68][C:69]4[CH:74]=[CH:73][CH:72]=[C:71]([CH3:75])[CH:70]=4)[C:39]([N:41]4[CH2:42][CH2:43][CH:44]([N:47]5[N:56]=[C:55]([C:57]6[CH:62]=[CH:61][C:60]([O:63][CH3:64])=[C:59]([O:65][CH3:66])[CH:58]=6)[C@@H:54]6[C@@H:49]([CH2:50][CH2:51][CH2:52][CH2:53]6)[C:48]5=[O:67])[CH2:45][CH2:46]4)=[O:40])=[O:27])[C:17]=3[N:18]=[CH:19][N:20]=2)[CH2:3][CH2:2]1, predict the reactants needed to synthesize it. The reactants are: [CH:1]1([CH2:4][O:5][C:6]2[CH:11]=[C:10]([O:12][CH3:13])[C:9]([F:14])=[CH:8][C:7]=2[C:15]2[C:16]3[NH:23][C:22]([CH3:24])=[C:21]([C:25]([OH:27])=O)[C:17]=3[N:18]=[CH:19][N:20]=2)[CH2:3][CH2:2]1.CCN(C(C)C)C(C)C.[NH2:37][C@@H:38]([CH2:68][C:69]1[CH:74]=[CH:73][CH:72]=[C:71]([CH3:75])[CH:70]=1)[C:39]([N:41]1[CH2:46][CH2:45][CH:44]([N:47]2[N:56]=[C:55]([C:57]3[CH:62]=[CH:61][C:60]([O:63][CH3:64])=[C:59]([O:65][CH3:66])[CH:58]=3)[C@@H:54]3[C@@H:49]([CH2:50][CH2:51][CH2:52][CH2:53]3)[C:48]2=[O:67])[CH2:43][CH2:42]1)=[O:40].CCOC(C(C#N)=NOC(N1CCOCC1)=[N+](C)C)=O.F[P-](F)(F)(F)(F)F.C(=O)(O)[O-].[Na+]. (3) Given the product [ClH:27].[ClH:1].[NH2:25][C:20]1[N:19]=[C:18]([NH:17][C:13]2[CH:12]=[C:11]([CH:16]=[CH:15][CH:14]=2)[C:10]([NH:9][C:6]2[CH:7]=[CH:8][C:3]([NH:2][C:28]3[C:37]4[C:32](=[CH:33][CH:34]=[CH:35][CH:36]=4)[N:31]=[CH:30][CH:29]=3)=[CH:4][CH:5]=2)=[O:26])[CH:23]=[C:22]([NH2:24])[N:21]=1, predict the reactants needed to synthesize it. The reactants are: [ClH:1].[NH2:2][C:3]1[CH:8]=[CH:7][C:6]([NH:9][C:10](=[O:26])[C:11]2[CH:16]=[CH:15][CH:14]=[C:13]([NH:17][C:18]3[CH:23]=[C:22]([NH2:24])[N:21]=[C:20]([NH2:25])[N:19]=3)[CH:12]=2)=[CH:5][CH:4]=1.[Cl:27][C:28]1[C:37]2[C:32](=[CH:33][CH:34]=[CH:35][CH:36]=2)[N:31]=[CH:30][CH:29]=1.Cl.CO.CCOC(C)=O. (4) Given the product [CH:9]([C:14]1[S:13][C:12]([CH3:11])=[C:16]([C:17]2[CH:22]=[CH:21][CH:20]=[CH:19][CH:18]=2)[CH:15]=1)=[O:10], predict the reactants needed to synthesize it. The reactants are: O=P(Cl)(Cl)Cl.CN([CH:9]=[O:10])C.[CH3:11][C:12]1[S:13][CH:14]=[CH:15][C:16]=1[C:17]1[CH:22]=[CH:21][CH:20]=[CH:19][CH:18]=1.C([O-])(=O)C.[Na+]. (5) Given the product [CH3:24][O:23][C:18]1[CH:19]=[C:20]2[C:15](=[CH:16][C:17]=1[O:25][CH3:26])[N:14]=[C:13]([N:2]1[C:3](=[O:9])[CH:4]3[CH2:7][CH2:8][CH:1]1[CH2:6][CH2:5]3)[CH:22]=[N:21]2, predict the reactants needed to synthesize it. The reactants are: [CH:1]12[CH2:8][CH2:7][CH:4]([CH2:5][CH2:6]1)[C:3](=[O:9])[NH:2]2.[H-].[Na+].Cl[C:13]1[CH:22]=[N:21][C:20]2[C:15](=[CH:16][C:17]([O:25][CH3:26])=[C:18]([O:23][CH3:24])[CH:19]=2)[N:14]=1. (6) The reactants are: [CH3:1][O:2][C:3]1[CH:4]=[C:5]([C:9]2([C:16]#[N:17])[CH2:14][CH2:13][C:12](=O)[CH2:11][CH2:10]2)[CH:6]=[CH:7][CH:8]=1.[C:18]1([CH:24]([C:31]2[CH:36]=[CH:35][CH:34]=[CH:33][CH:32]=2)[N:25]2[CH2:30][CH2:29][NH:28][CH2:27][CH2:26]2)[CH:23]=[CH:22][CH:21]=[CH:20][CH:19]=1.C(O)(=O)C.C([BH3-])#N.[Na+].C(=O)([O-])O.[Na+]. Given the product [C:31]1([CH:24]([C:18]2[CH:23]=[CH:22][CH:21]=[CH:20][CH:19]=2)[N:25]2[CH2:26][CH2:27][N:28]([CH:12]3[CH2:13][CH2:14][C:9]([C:5]4[CH:6]=[CH:7][CH:8]=[C:3]([O:2][CH3:1])[CH:4]=4)([C:16]#[N:17])[CH2:10][CH2:11]3)[CH2:29][CH2:30]2)[CH:32]=[CH:33][CH:34]=[CH:35][CH:36]=1, predict the reactants needed to synthesize it.